This data is from HIV replication inhibition screening data with 41,000+ compounds from the AIDS Antiviral Screen. The task is: Binary Classification. Given a drug SMILES string, predict its activity (active/inactive) in a high-throughput screening assay against a specified biological target. (1) The molecule is CC(=O)C(=CN1C(=O)CC(=O)NC1=S)C(=O)Nc1ccccc1. The result is 0 (inactive). (2) The molecule is COc1ccc2c(c1)OCC1c3cc(O)c4c(OCc5ccccc5)cccc4c3OC21. The result is 0 (inactive). (3) The compound is CCOC(=O)C(=CNc1c(C)n(C)n(-c2ccccc2)c1=O)C(C)=O. The result is 0 (inactive).